Dataset: Forward reaction prediction with 1.9M reactions from USPTO patents (1976-2016). Task: Predict the product of the given reaction. The product is: [CH2:33]([C:32]([C:3]1[C:4]2[C:9](=[C:8]([NH:10][S:11]([CH3:14])(=[O:12])=[O:13])[CH:7]=[CH:6][CH:5]=2)[NH:1][CH:2]=1)([C:29]1[CH:30]=[CH:31][C:25]2[O:24][C:23]([CH3:22])=[CH:27][C:26]=2[CH:28]=1)[CH2:35][CH3:36])[CH3:34]. Given the reactants [NH:1]1[C:9]2[C:4](=[CH:5][CH:6]=[CH:7][C:8]=2[NH:10][S:11]([CH3:14])(=[O:13])=[O:12])[CH:3]=[CH:2]1.C(O)(C(F)(F)F)=O.[CH3:22][C:23]1[O:24][C:25]2[CH:31]=[CH:30][C:29]([C:32](O)([CH2:35][CH3:36])[CH2:33][CH3:34])=[CH:28][C:26]=2[CH:27]=1, predict the reaction product.